From a dataset of Reaction yield outcomes from USPTO patents with 853,638 reactions. Predict the reaction yield, written as a fraction of the theoretical maximum amount of product (1.0 means a 100% yield; for example, 0.34 means a 34% yield). (1) The reactants are [F:1][C:2]1[CH:7]=[C:6]([C:8]([F:11])([F:10])[F:9])[CH:5]=[CH:4][C:3]=1[C:12]1[N:17]=[CH:16][N:15]=[C:14]([NH:18][C:19]2[CH:24]=[CH:23][C:22]([S:25]([NH2:28])(=[O:27])=[O:26])=[CH:21][CH:20]=2)[C:13]=1[N+:29]([O-])=O. The catalyst is CO.C(Cl)(Cl)Cl.[Ni]. The product is [NH2:29][C:13]1[C:14]([NH:18][C:19]2[CH:20]=[CH:21][C:22]([S:25]([NH2:28])(=[O:26])=[O:27])=[CH:23][CH:24]=2)=[N:15][CH:16]=[N:17][C:12]=1[C:3]1[CH:4]=[CH:5][C:6]([C:8]([F:9])([F:11])[F:10])=[CH:7][C:2]=1[F:1]. The yield is 0.770. (2) The reactants are [CH3:1][O:2][C:3]1[CH:4]=[C:5]2[C:10](=[CH:11][CH:12]=1)[N:9]=[CH:8][CH:7]=[C:6]2[C@@H:13](O)[CH2:14][N:15]1[CH2:20][CH2:19][NH:18][CH2:17][CH2:16]1.C1(P([N:36]=[N+:37]=[N-:38])(C2C=CC=CC=2)=O)C=CC=CC=1.N12CCCN=[C:45]1[CH2:44][CH2:43][CH2:42][CH2:41][CH2:40]2.[C:50]1(C)C=C[CH:53]=[CH:52][CH:51]=1. The catalyst is ClCCl. The product is [N:36]([C@@H:13]([C:6]1[C:5]2[C:10](=[CH:11][CH:12]=[C:3]([O:2][CH3:1])[CH:4]=2)[N:9]=[CH:8][CH:7]=1)[CH2:14][N:15]1[CH2:20][CH2:19][N:18]([CH2:50][CH2:51][CH2:52][CH2:53][C:45]2[CH:44]=[CH:43][CH:42]=[CH:41][CH:40]=2)[CH2:17][CH2:16]1)=[N+:37]=[N-:38]. The yield is 0.240. (3) The reactants are Cl[CH2:2][CH2:3][CH2:4][NH:5][C:6]([NH:8][C:9]1[CH:10]=[N:11][CH:12]=[CH:13][C:14]=1[CH3:15])=[O:7].[H-].[Na+].C(OC(=O)C)C. The catalyst is CN(C=O)C.C1COCC1. The product is [CH3:15][C:14]1[CH:13]=[CH:12][N:11]=[CH:10][C:9]=1[N:8]1[CH2:2][CH2:3][CH2:4][NH:5][C:6]1=[O:7]. The yield is 0.965. (4) The reactants are C([O:3][C:4]([C:6]1[N:7]([CH2:21][C:22]2[CH:27]=[CH:26][C:25]([NH2:28])=[CH:24][CH:23]=2)[C:8]2[C:13]([C:14]=1[C:15]1[CH:20]=[CH:19][CH:18]=[CH:17][CH:16]=1)=[CH:12][CH:11]=[CH:10][CH:9]=2)=[O:5])C.[CH2:29]([CH2:33][C:34](=O)[CH3:35])[C:30]([CH3:32])=O.O.[OH-].[Li+]. The catalyst is C1(C)C=CC=CC=1. The product is [CH3:35][C:34]1[N:28]([C:25]2[CH:24]=[CH:23][C:22]([CH2:21][N:7]3[C:20]4[C:15](=[CH:16][CH:17]=[CH:18][CH:19]=4)[C:14]([C:13]4[CH:12]=[CH:11][CH:10]=[CH:9][CH:8]=4)=[C:6]3[C:4]([OH:3])=[O:5])=[CH:27][CH:26]=2)[C:30]([CH3:32])=[CH:29][CH:33]=1. The yield is 0.0600. (5) The reactants are [Cl:1][C:2]1[CH:7]=[CH:6][C:5]([C@@H:8]2[CH2:13][CH2:12][N:11]([C:14]([O:16][C:17]([CH3:20])([CH3:19])[CH3:18])=[O:15])[CH2:10][C@H:9]2[CH2:21][O:22][C:23]2[CH:28]=[CH:27][C:26](I)=[CH:25][C:24]=2[C:30]#[N:31])=[CH:4][CH:3]=1.[CH2:32]([SH:39])[C:33]1[CH:38]=[CH:37][CH:36]=[CH:35][CH:34]=1.C(O)CO.C(=O)([O-])[O-].[K+].[K+]. The catalyst is CC(O)C.[Cu]I. The product is [CH2:32]([S:39][C:26]1[CH:27]=[CH:28][C:23]([O:22][CH2:21][C@H:9]2[C@H:8]([C:5]3[CH:6]=[CH:7][C:2]([Cl:1])=[CH:3][CH:4]=3)[CH2:13][CH2:12][N:11]([C:14]([O:16][C:17]([CH3:20])([CH3:19])[CH3:18])=[O:15])[CH2:10]2)=[C:24]([C:30]#[N:31])[CH:25]=1)[C:33]1[CH:38]=[CH:37][CH:36]=[CH:35][CH:34]=1. The yield is 0.420.